This data is from Full USPTO retrosynthesis dataset with 1.9M reactions from patents (1976-2016). The task is: Predict the reactants needed to synthesize the given product. (1) Given the product [Br:1][C:2]1[CH:3]=[CH:4][C:5]2[S:9][CH:8]=[C:7]([CH2:10][Br:13])[C:6]=2[CH:12]=1, predict the reactants needed to synthesize it. The reactants are: [Br:1][C:2]1[CH:3]=[CH:4][C:5]2[S:9][CH:8]=[C:7]([CH2:10]O)[C:6]=2[CH:12]=1.[BrH:13]. (2) Given the product [Cl:1][C:2]1[CH:7]=[CH:6][C:5]([N:8]=[N:9][C:10]2[C:11]([CH3:23])=[C:12]([C:21]#[N:22])[C:13](=[O:20])[N:14]([CH2:17][CH2:18][O:19][C:28](=[O:33])[CH:29]=[CH2:30])[C:15]=2[OH:16])=[C:4]([N+:24]([O-:26])=[O:25])[CH:3]=1, predict the reactants needed to synthesize it. The reactants are: [Cl:1][C:2]1[CH:7]=[CH:6][C:5]([N:8]=[N:9][C:10]2[C:11]([CH3:23])=[C:12]([C:21]#[N:22])[C:13](=[O:20])[N:14]([CH2:17][CH2:18][OH:19])[C:15]=2[OH:16])=[C:4]([N+:24]([O-:26])=[O:25])[CH:3]=1.N1C=C[CH:30]=[CH:29][CH:28]=1.[OH2:33]. (3) Given the product [CH3:7][C:4]1[N:3]([C:8]2[N:13]=[CH:12][C:11]([C:14]([C:16]3[CH:21]=[CH:20][C:19]([O:22][CH3:23])=[CH:18][CH:17]=3)([OH:15])[CH:24]([CH3:26])[CH3:25])=[CH:10][CH:9]=2)[C:2]([CH3:1])=[CH:6][CH:5]=1, predict the reactants needed to synthesize it. The reactants are: [CH3:1][C:2]1[N:3]([C:8]2[N:13]=[CH:12][C:11]([C:14]([C:16]3[CH:21]=[CH:20][C:19]([O:22][CH3:23])=[CH:18][CH:17]=3)=[O:15])=[CH:10][CH:9]=2)[C:4]([CH3:7])=[CH:5][CH:6]=1.[CH:24]([Mg]Cl)([CH3:26])[CH3:25].O. (4) Given the product [NH2:16][C:10]1[O:11][CH2:12][C@@:13]([F:15])([CH3:14])[C@:8]([C:6]2[CH:7]=[C:2]([NH:1][C:23]([CH:21]3[CH2:22][C:20]3([F:26])[F:19])=[O:24])[CH:3]=[CH:4][C:5]=2[F:18])([CH3:17])[N:9]=1, predict the reactants needed to synthesize it. The reactants are: [NH2:1][C:2]1[CH:3]=[CH:4][C:5]([F:18])=[C:6]([C@:8]2([CH3:17])[C@:13]([F:15])([CH3:14])[CH2:12][O:11][C:10]([NH2:16])=[N:9]2)[CH:7]=1.[F:19][C:20]1([F:26])[CH2:22][CH:21]1[C:23](O)=[O:24]. (5) The reactants are: C([O:8][C:9]1[CH:10]=[C:11]2[C:16](=[CH:17][C:18]=1[O:19][CH3:20])[N:15]=[CH:14][N:13]=[C:12]2[NH:21][C:22]1[CH:27]=[CH:26][C:25]([F:28])=[C:24]([Cl:29])[CH:23]=1)C1C=CC=CC=1. Given the product [Cl:29][C:24]1[CH:23]=[C:22]([NH:21][C:12]2[C:11]3[C:16](=[CH:17][C:18]([O:19][CH3:20])=[C:9]([OH:8])[CH:10]=3)[N:15]=[CH:14][N:13]=2)[CH:27]=[CH:26][C:25]=1[F:28], predict the reactants needed to synthesize it.